This data is from Full USPTO retrosynthesis dataset with 1.9M reactions from patents (1976-2016). The task is: Predict the reactants needed to synthesize the given product. (1) The reactants are: C[O:2][C:3](=[O:22])[C:4]1[CH:9]=[C:8]([S:10]([CH3:13])(=[O:12])=[O:11])[C:7]([NH:14][CH:15]2[CH2:18][C:17]([F:20])([F:19])[CH2:16]2)=[CH:6][C:5]=1[CH3:21]. Given the product [F:20][C:17]1([F:19])[CH2:16][CH:15]([NH:14][C:7]2[C:8]([S:10]([CH3:13])(=[O:12])=[O:11])=[CH:9][C:4]([C:3]([OH:22])=[O:2])=[C:5]([CH3:21])[CH:6]=2)[CH2:18]1, predict the reactants needed to synthesize it. (2) Given the product [CH3:1][O:2][C:3]1[CH:4]=[C:5]([N:26]2[CH2:31][CH2:30][S:34](=[O:36])(=[O:33])[CH2:28][CH2:27]2)[CH:6]=[CH:7][C:8]=1[C:9]1[O:10][C:11]([C:14]2[C:15]([C:20]3[CH:21]=[CH:22][CH:23]=[CH:24][CH:25]=3)=[N:16][O:17][C:18]=2[CH3:19])=[N:12][N:13]=1, predict the reactants needed to synthesize it. The reactants are: [CH3:1][O:2][C:3]1[CH:4]=[C:5]([N:26]2[CH2:31][CH2:30]S[CH2:28][CH2:27]2)[CH:6]=[CH:7][C:8]=1[C:9]1[O:10][C:11]([C:14]2[C:15]([C:20]3[CH:25]=[CH:24][CH:23]=[CH:22][CH:21]=3)=[N:16][O:17][C:18]=2[CH3:19])=[N:12][N:13]=1.O[O:33][S:34]([O-:36])=O.[K+].S(=O)(O)[O-].[Na+].C(=O)([O-])[O-].[Na+].[Na+]. (3) Given the product [CH3:20][C:21]1[CH:22]=[C:23]([NH:24][C:15](=[O:17])[CH2:14][C:9]2[NH:10][C:11](=[O:13])[CH:12]=[C:7]([N:1]3[CH2:2][CH2:3][O:4][CH2:5][CH2:6]3)[N:8]=2)[CH:25]=[CH:26][CH:27]=1, predict the reactants needed to synthesize it. The reactants are: [N:1]1([C:7]2[N:8]=[C:9]([CH2:14][C:15]([O-:17])=O)[NH:10][C:11](=[O:13])[CH:12]=2)[CH2:6][CH2:5][O:4][CH2:3][CH2:2]1.[Na+].O.[CH3:20][C:21]1[CH:22]=[C:23]([CH:25]=[CH:26][CH:27]=1)[NH2:24]. (4) The reactants are: [Cl:1][C:2]1[N:3]=[C:4](Cl)[C:5]2[N:11]=[C:10]([C:12]3[CH:17]=[CH:16][C:15]([F:18])=[CH:14][CH:13]=3)[CH:9]=[CH:8][C:6]=2[N:7]=1.[CH3:20][O:21][CH2:22][CH2:23][CH2:24][NH2:25]. Given the product [Cl:1][C:2]1[N:3]=[C:4]([NH:25][CH2:24][CH2:23][CH2:22][O:21][CH3:20])[C:5]2[N:11]=[C:10]([C:12]3[CH:17]=[CH:16][C:15]([F:18])=[CH:14][CH:13]=3)[CH:9]=[CH:8][C:6]=2[N:7]=1, predict the reactants needed to synthesize it. (5) The reactants are: Cl[C:2]1[CH:7]=[C:6]([C:8]2[CH:13]=[CH:12][CH:11]=[C:10]([CH3:14])[C:9]=2[CH3:15])[N:5]=[C:4]([NH2:16])[N:3]=1.[NH2:17][CH2:18][CH:19]1[CH2:24][CH2:23][N:22]([C:25]([O:27][C:28]([CH3:31])([CH3:30])[CH3:29])=[O:26])[CH2:21][CH2:20]1.CCN(C(C)C)C(C)C. Given the product [NH2:16][C:4]1[N:3]=[C:2]([NH:17][CH2:18][CH:19]2[CH2:24][CH2:23][N:22]([C:25]([O:27][C:28]([CH3:31])([CH3:30])[CH3:29])=[O:26])[CH2:21][CH2:20]2)[CH:7]=[C:6]([C:8]2[CH:13]=[CH:12][CH:11]=[C:10]([CH3:14])[C:9]=2[CH3:15])[N:5]=1, predict the reactants needed to synthesize it. (6) Given the product [CH3:25][CH:16]([O:15][C:13]([C:5]1[CH2:6][C:7]([C:8]([O:10][CH2:11][CH3:12])=[O:9])=[CH:2][NH:3][C:4]=1[CH3:22])=[O:14])[C:17]([O-:19])=[O:18].[Na+:24], predict the reactants needed to synthesize it. The reactants are: C[C:2]1[NH:3][C:4]([CH3:22])=[C:5]([C:13]([O:15][CH2:16][C:17]([O:19]CC)=[O:18])=[O:14])[CH2:6][C:7]=1[C:8]([O:10][CH2:11][CH3:12])=[O:9].[OH-].[Na+:24].[CH2:25](O)C. (7) The reactants are: C(O[C:4](=[O:12])[C:5]1[CH:10]=[CH:9][CH:8]=[C:7]([I:11])[CH:6]=1)C.CC([O-])(C)C.[K+].[C:19]([O:22][CH2:23][CH3:24])(=[O:21])[CH3:20]. Given the product [I:11][C:7]1[CH:6]=[C:5]([C:4](=[O:12])[CH2:20][C:19]([O:22][CH2:23][CH3:24])=[O:21])[CH:10]=[CH:9][CH:8]=1, predict the reactants needed to synthesize it. (8) Given the product [CH:26]1[N:30]([CH2:31][O:32][CH2:33][CH2:34][OH:35])[C:29]2[N:36]=[C:37]([NH2:41])[N:38]=[C:39]([OH:40])[C:28]=2[N:27]=1.[NH:21]1[CH:25]=[CH:24][N:23]=[CH:22]1.[CH:1]1[CH:6]=[C:5]([CH2:7][C:8]([O-:10])=[O:9])[C:4]([NH:11][C:12]2[C:13]([Cl:19])=[CH:14][CH:15]=[CH:16][C:17]=2[Cl:18])=[CH:3][CH:2]=1.[Na+:20], predict the reactants needed to synthesize it. The reactants are: [CH:1]1[CH:6]=[C:5]([CH2:7][C:8]([O-:10])=[O:9])[C:4]([NH:11][C:12]2[C:17]([Cl:18])=[CH:16][CH:15]=[CH:14][C:13]=2[Cl:19])=[CH:3][CH:2]=1.[Na+:20].[NH:21]1[CH:25]=[CH:24][N:23]=[CH:22]1.[CH:26]1[N:30]([CH2:31][O:32][CH2:33][CH2:34][OH:35])[C:29]2[N:36]=[C:37]([NH2:41])[N:38]=[C:39]([OH:40])[C:28]=2[N:27]=1. (9) Given the product [CH2:47]([NH:54][C:55]([C@H:57]1[CH2:62][CH2:61][C@H:60]([O:46][C:37]2[C:38]([CH3:45])=[C:39]([CH:44]=[C:35]([Cl:34])[CH:36]=2)[C:40]([O:42][CH3:43])=[O:41])[CH2:59][CH2:58]1)=[O:56])[C:48]1[CH:53]=[CH:52][CH:51]=[CH:50][CH:49]=1, predict the reactants needed to synthesize it. The reactants are: C1(P(C2C=CC=CC=2)C2C=CC=CC=2)C=CC=CC=1.CC(OC(/N=N/C(OC(C)C)=O)=O)C.[Cl:34][C:35]1[CH:36]=[C:37]([OH:46])[C:38]([CH3:45])=[C:39]([CH:44]=1)[C:40]([O:42][CH3:43])=[O:41].[CH2:47]([NH:54][C:55]([C@H:57]1[CH2:62][CH2:61][C@@H:60](O)[CH2:59][CH2:58]1)=[O:56])[C:48]1[CH:53]=[CH:52][CH:51]=[CH:50][CH:49]=1. (10) Given the product [CH3:13][O:14][C:15]([C@@H:16]([N:17]1[CH2:18][C:19]2[CH:26]=[CH:25][S:24][C:20]=2[CH2:21][CH2:22]1)[C:27]1[CH:32]=[CH:31][CH:30]=[CH:29][C:28]=1[Cl:33])=[O:34], predict the reactants needed to synthesize it. The reactants are: [I-].[Na+].Cl[Si](C)(C)C.S(=O)(=O)(O)O.[CH3:13][O:14][C:15](=[O:34])[C@H:16]([C:27]1[CH:32]=[CH:31][CH:30]=[CH:29][C:28]=1[Cl:33])[N:17]1[CH2:22][CH:21](O)[C:20]2[S:24][CH:25]=[CH:26][C:19]=2[CH2:18]1.C(=O)(O)[O-].[Na+].